From a dataset of NCI-60 drug combinations with 297,098 pairs across 59 cell lines. Regression. Given two drug SMILES strings and cell line genomic features, predict the synergy score measuring deviation from expected non-interaction effect. (1) Cell line: T-47D. Drug 1: COC1=C2C(=CC3=C1OC=C3)C=CC(=O)O2. Synergy scores: CSS=30.3, Synergy_ZIP=-6.68, Synergy_Bliss=-0.875, Synergy_Loewe=2.26, Synergy_HSA=2.35. Drug 2: N.N.Cl[Pt+2]Cl. (2) Drug 1: C1CCN(CC1)CCOC2=CC=C(C=C2)C(=O)C3=C(SC4=C3C=CC(=C4)O)C5=CC=C(C=C5)O. Drug 2: CC12CCC3C(C1CCC2O)C(CC4=C3C=CC(=C4)O)CCCCCCCCCS(=O)CCCC(C(F)(F)F)(F)F. Cell line: NCI-H460. Synergy scores: CSS=-7.56, Synergy_ZIP=6.39, Synergy_Bliss=5.52, Synergy_Loewe=-2.95, Synergy_HSA=-3.33. (3) Drug 1: C1=CC(=CC=C1C#N)C(C2=CC=C(C=C2)C#N)N3C=NC=N3. Drug 2: COC1=NC(=NC2=C1N=CN2C3C(C(C(O3)CO)O)O)N. Cell line: NCI-H460. Synergy scores: CSS=-3.92, Synergy_ZIP=1.70, Synergy_Bliss=-1.55, Synergy_Loewe=-4.34, Synergy_HSA=-4.50. (4) Drug 1: C1C(C(OC1N2C=C(C(=O)NC2=O)F)CO)O. Drug 2: CC(C)(C#N)C1=CC(=CC(=C1)CN2C=NC=N2)C(C)(C)C#N. Cell line: UACC-257. Synergy scores: CSS=4.84, Synergy_ZIP=-1.79, Synergy_Bliss=-1.31, Synergy_Loewe=-5.35, Synergy_HSA=-2.71. (5) Drug 1: CS(=O)(=O)CCNCC1=CC=C(O1)C2=CC3=C(C=C2)N=CN=C3NC4=CC(=C(C=C4)OCC5=CC(=CC=C5)F)Cl. Drug 2: CCC1(C2=C(COC1=O)C(=O)N3CC4=CC5=C(C=CC(=C5CN(C)C)O)N=C4C3=C2)O. Cell line: T-47D. Synergy scores: CSS=38.2, Synergy_ZIP=-4.77, Synergy_Bliss=-6.58, Synergy_Loewe=3.63, Synergy_HSA=5.02. (6) Drug 1: B(C(CC(C)C)NC(=O)C(CC1=CC=CC=C1)NC(=O)C2=NC=CN=C2)(O)O. Drug 2: C1CCC(C(C1)[NH-])[NH-].C(=O)(C(=O)[O-])[O-].[Pt+4]. Cell line: HT29. Synergy scores: CSS=61.4, Synergy_ZIP=-0.0620, Synergy_Bliss=-1.05, Synergy_Loewe=-4.23, Synergy_HSA=-0.118. (7) Drug 1: COC1=C2C(=CC3=C1OC=C3)C=CC(=O)O2. Drug 2: CC1C(C(CC(O1)OC2CC(CC3=C2C(=C4C(=C3O)C(=O)C5=CC=CC=C5C4=O)O)(C(=O)C)O)N)O. Cell line: UO-31. Synergy scores: CSS=46.8, Synergy_ZIP=-0.274, Synergy_Bliss=1.47, Synergy_Loewe=-31.2, Synergy_HSA=2.08. (8) Drug 2: CC(C)CN1C=NC2=C1C3=CC=CC=C3N=C2N. Drug 1: C1=NNC2=C1C(=O)NC=N2. Cell line: MALME-3M. Synergy scores: CSS=-0.886, Synergy_ZIP=-0.271, Synergy_Bliss=0.118, Synergy_Loewe=-3.03, Synergy_HSA=-2.75. (9) Drug 1: CN1C2=C(C=C(C=C2)N(CCCl)CCCl)N=C1CCCC(=O)O.Cl. Drug 2: CC1C(C(CC(O1)OC2CC(CC3=C2C(=C4C(=C3O)C(=O)C5=CC=CC=C5C4=O)O)(C(=O)C)O)N)O. Cell line: OVCAR-8. Synergy scores: CSS=37.3, Synergy_ZIP=-1.17, Synergy_Bliss=-0.654, Synergy_Loewe=-12.0, Synergy_HSA=1.84. (10) Drug 1: C1=C(C(=O)NC(=O)N1)F. Drug 2: C1CC(=O)NC(=O)C1N2C(=O)C3=CC=CC=C3C2=O. Cell line: NCIH23. Synergy scores: CSS=38.9, Synergy_ZIP=-4.11, Synergy_Bliss=-8.49, Synergy_Loewe=-10.6, Synergy_HSA=-7.68.